Dataset: Catalyst prediction with 721,799 reactions and 888 catalyst types from USPTO. Task: Predict which catalyst facilitates the given reaction. (1) Reactant: [CH3:1][C:2]([NH:10][C:11]([C:13]1[CH:18]=[N:17][C:16](Br)=[C:15]([C:20]2[CH:25]=[CH:24][CH:23]=[C:22]([Cl:26])[CH:21]=2)[N:14]=1)=[O:12])([C:4]1[N:8]=[C:7]([CH3:9])[O:6][N:5]=1)[CH3:3].Cl.[F:28][C:29]1([F:33])[CH2:32][NH:31][CH2:30]1.C1CCN2C(=NCCC2)CC1. Product: [CH3:1][C:2]([NH:10][C:11]([C:13]1[CH:18]=[N:17][C:16]([N:31]2[CH2:32][C:29]([F:33])([F:28])[CH2:30]2)=[C:15]([C:20]2[CH:25]=[CH:24][CH:23]=[C:22]([Cl:26])[CH:21]=2)[N:14]=1)=[O:12])([C:4]1[N:8]=[C:7]([CH3:9])[O:6][N:5]=1)[CH3:3]. The catalyst class is: 16. (2) The catalyst class is: 15. Product: [F:1][C:2]1[CH:3]=[C:4]2[C:9](=[C:10]([O:13][CH3:14])[C:11]=1[F:12])[N:8]([C@@H:15]1[CH2:17][C@@H:16]1[F:18])[CH:7]=[C:6]([C:19]([OH:21])=[O:20])[C:5]2=[O:24]. Reactant: [F:1][C:2]1[CH:3]=[C:4]2[C:9](=[C:10]([O:13][CH3:14])[C:11]=1[F:12])[N:8]([C@@H:15]1[CH2:17][C@@H:16]1[F:18])[CH:7]=[C:6]([C:19]([O:21]CC)=[O:20])[C:5]2=[O:24].Cl. (3) Reactant: [C:1]([C:4]1[N:5]=[N:6][N:7]([C:9]2[CH:10]=[C:11]([CH:24]=[C:25]([N:27]([S:31]([CH3:34])(=[O:33])=[O:32])[CH2:28][CH2:29][CH3:30])[CH:26]=2)[C:12]([NH:14][C@@H:15]([C:17]2[CH:22]=[CH:21][C:20]([F:23])=[CH:19][CH:18]=2)[CH3:16])=[O:13])[CH:8]=1)(=O)[CH3:2].[CH3:35][C:36]([S:39]([NH2:41])=[O:40])([CH3:38])[CH3:37].CCOC(C)=O. Product: [C:36]([S:39](/[N:41]=[C:1](/[C:4]1[N:5]=[N:6][N:7]([C:9]2[CH:10]=[C:11]([CH:24]=[C:25]([N:27]([S:31]([CH3:34])(=[O:33])=[O:32])[CH2:28][CH2:29][CH3:30])[CH:26]=2)[C:12]([NH:14][C@@H:15]([C:17]2[CH:22]=[CH:21][C:20]([F:23])=[CH:19][CH:18]=2)[CH3:16])=[O:13])[CH:8]=1)\[CH3:2])=[O:40])([CH3:38])([CH3:37])[CH3:35]. The catalyst class is: 220. (4) Reactant: C(O)C(N)(CO)C[OH:4].Cl.[NH2:10][C:11]1[N:19]=[C:18]2[C:14]([N:15]=[CH:16][N:17]2[C@@H:20]2[O:25][C@:24]([C:28]#[CH:29])([CH2:26][OH:27])[C@@H:22]([OH:23])[CH2:21]2)=[C:13](N)[N:12]=1.[C@@H]1(N2C3N=CN=C(N)C=3N=C2)O[C@H](CO)[C@@H](O)[C@H]1O. Product: [C:28]([C@:24]1([CH2:26][OH:27])[O:25][C@@H:20]([N:17]2[C:18]3[N:19]=[C:11]([NH2:10])[NH:12][C:13](=[O:4])[C:14]=3[N:15]=[CH:16]2)[CH2:21][C@@H:22]1[OH:23])#[CH:29]. The catalyst class is: 6. (5) Reactant: [F:1][C:2]1[CH:7]=[CH:6][C:5]([C:8]2[N:12]=[C:11]([C:13]3[CH:18]=[CH:17][C:16]([F:19])=[CH:15][CH:14]=3)[N:10]([CH2:20][C:21]([N:23]3[CH2:28][CH2:27][N:26]([C:29]4[CH:34]=[C:33](Cl)[N:32]=[CH:31][N:30]=4)[CH2:25][CH2:24]3)=[O:22])[N:9]=2)=[CH:4][CH:3]=1.[CH3:36][O:37][CH2:38][CH2:39][CH2:40][CH2:41][OH:42].C(=O)([O-])[O-].[K+].[K+]. Product: [F:1][C:2]1[CH:7]=[CH:6][C:5]([C:8]2[N:12]=[C:11]([C:13]3[CH:18]=[CH:17][C:16]([F:19])=[CH:15][CH:14]=3)[N:10]([CH2:20][C:21]([N:23]3[CH2:28][CH2:27][N:26]([C:29]4[CH:34]=[C:33]([O:42][CH2:41][CH2:40][CH2:39][CH2:38][O:37][CH3:36])[N:32]=[CH:31][N:30]=4)[CH2:25][CH2:24]3)=[O:22])[N:9]=2)=[CH:4][CH:3]=1. The catalyst class is: 60. (6) Reactant: [N:1]1[C:10]2[C:5](=[CH:6][CH:7]=[CH:8][CH:9]=2)[CH:4]=[CH:3][C:2]=1[CH2:11][O:12][C:13]1[CH:18]=[CH:17][C:16]([CH2:19][C:20]([O:22][C:23]2([C:26]([O:28]C)=O)[CH2:25][CH2:24]2)=[O:21])=[CH:15][CH:14]=1.[H-].[Na+]. Product: [OH:28][C:26]1[C:23]2([CH2:25][CH2:24]2)[O:22][C:20](=[O:21])[C:19]=1[C:16]1[CH:15]=[CH:14][C:13]([O:12][CH2:11][C:2]2[CH:3]=[CH:4][C:5]3[C:10](=[CH:9][CH:8]=[CH:7][CH:6]=3)[N:1]=2)=[CH:18][CH:17]=1. The catalyst class is: 3.